Predict which catalyst facilitates the given reaction. From a dataset of Catalyst prediction with 721,799 reactions and 888 catalyst types from USPTO. (1) Reactant: [CH:1]1([CH2:4][O:5][C:6]2[CH:11]=[CH:10][C:9]([S:12]([CH3:15])(=[O:14])=[O:13])=[CH:8][C:7]=2B2OC(C)(C)C(C)(C)O2)[CH2:3][CH2:2]1.C([O-])([O-])=O.[K+].[K+].N#N.[CH3:33][N:34]([CH:36]=[O:37])[CH3:35]. Product: [CH:33]1([N:34]2[CH:35]=[C:3]([C:7]3[CH:8]=[C:9]([S:12]([CH3:15])(=[O:13])=[O:14])[CH:10]=[CH:11][C:6]=3[O:5][CH2:4][CH:1]3[CH2:2][CH2:3]3)[CH:2]=[C:1]([CH3:4])[C:36]2=[O:37])[CH2:11][CH2:6][CH2:7]1. The catalyst class is: 140. (2) Reactant: Br[C:2]1[CH:7]=[C:6]([F:8])[C:5]([CH:9]([N:13]2[CH2:27][CH2:26][C:16]3([O:21][CH2:20][C:19](=[O:22])[N:18]([CH:23]4[CH2:25][CH2:24]4)[CH2:17]3)[CH2:15][CH2:14]2)[C:10]([NH2:12])=[O:11])=[C:4]([F:28])[CH:3]=1.CC1(C)C(C)(C)OB([C:37]2[CH:46]=[C:45]3[C:40]([CH:41]=[CH:42][CH:43]=[N:44]3)=[CH:39][CH:38]=2)O1.C([O-])([O-])=O.[K+].[K+]. Product: [CH:23]1([N:18]2[CH2:17][C:16]3([CH2:26][CH2:27][N:13]([CH:9]([C:5]4[C:6]([F:8])=[CH:7][C:2]([C:37]5[CH:46]=[C:45]6[C:40]([CH:41]=[CH:42][CH:43]=[N:44]6)=[CH:39][CH:38]=5)=[CH:3][C:4]=4[F:28])[C:10]([NH2:12])=[O:11])[CH2:14][CH2:15]3)[O:21][CH2:20][C:19]2=[O:22])[CH2:25][CH2:24]1. The catalyst class is: 368. (3) Reactant: [Cl:1][C:2]1[CH:7]=[CH:6][C:5]([C:8]2([F:16])[CH2:10][CH:9]2[C:11]([O:13]CC)=[O:12])=[CH:4][CH:3]=1.[OH-].[K+]. Product: [Cl:1][C:2]1[CH:3]=[CH:4][C:5]([C:8]2([F:16])[CH2:10][CH:9]2[C:11]([OH:13])=[O:12])=[CH:6][CH:7]=1. The catalyst class is: 5. (4) Reactant: C(Cl)CCl.[Br:5][C:6]1[C:7]([C:12]([OH:14])=O)=[N:8][CH:9]=[CH:10][CH:11]=1.N1C2C(=NC=CC=2)N(O)N=1.Cl.[F:26][C:27]([F:42])([F:41])[C:28]1[N:29]=[CH:30][C:31]([NH:34][C@H:35]2[CH2:39][CH2:38][CH2:37][C@@H:36]2[NH2:40])=[N:32][CH:33]=1.C(N(CC)CC)C. Product: [Br:5][C:6]1[C:7]([C:12]([NH:40][C@H:36]2[CH2:37][CH2:38][CH2:39][C@@H:35]2[NH:34][C:31]2[CH:30]=[N:29][C:28]([C:27]([F:42])([F:41])[F:26])=[CH:33][N:32]=2)=[O:14])=[N:8][CH:9]=[CH:10][CH:11]=1. The catalyst class is: 2.